From a dataset of Reaction yield outcomes from USPTO patents with 853,638 reactions. Predict the reaction yield, written as a fraction of the theoretical maximum amount of product (1.0 means a 100% yield; for example, 0.34 means a 34% yield). (1) The reactants are [H-].[Na+].[NH2:3][C:4]1[CH:9]=[CH:8][CH:7]=[CH:6][C:5]=1[S:10]([CH:13]([CH3:15])[CH3:14])(=[O:12])=[O:11].[Cl:16][C:17]1[N:22]=[C:21](Cl)[CH:20]=[CH:19][N:18]=1. The catalyst is CN(C=O)C. The product is [Cl:16][C:17]1[N:22]=[C:21]([NH:3][C:4]2[CH:9]=[CH:8][CH:7]=[CH:6][C:5]=2[S:10]([CH:13]([CH3:15])[CH3:14])(=[O:12])=[O:11])[CH:20]=[CH:19][N:18]=1. The yield is 0.170. (2) The reactants are [NH:1](C(OCC1C2C(=CC=CC=2)C2C1=CC=CC=2)=O)[C@H:2]([C:9]([NH:11][C@H:12]([C:25]([O:27][CH3:28])=[O:26])[CH2:13][C:14]1[CH:19]=[CH:18][C:17]([O:20][C:21]([CH3:24])([CH3:23])[CH3:22])=[CH:16][CH:15]=1)=[O:10])[CH2:3][O:4][C:5]([CH3:8])([CH3:7])[CH3:6].[CH2:46](N)[CH2:47]N(CCN)CCN. The catalyst is C(OCC)(=O)C. The product is [NH2:1][C@H:2]([C:9]([NH:11][C@H:12]([C:25]([O:27][CH2:28][CH:46]=[CH2:47])=[O:26])[CH2:13][C:14]1[CH:19]=[CH:18][C:17]([O:20][C:21]([CH3:23])([CH3:22])[CH3:24])=[CH:16][CH:15]=1)=[O:10])[CH2:3][O:4][C:5]([CH3:8])([CH3:7])[CH3:6]. The yield is 0.880. (3) The product is [F:38][C:35]([F:36])([F:37])[C:33]1[CH:32]=[CH:31][C:29]2[N:30]=[C:26]([NH:1][C:2]3[CH:3]=[CH:4][C:5]([C:8]4[CH:13]=[CH:12][C:11]([C:14]([C@@H:16]5[CH2:20][CH2:19][CH2:18][C@H:17]5[C:21]([OH:23])=[O:22])=[O:15])=[CH:10][CH:9]=4)=[CH:6][CH:7]=3)[S:27][C:28]=2[CH:34]=1. The reactants are [NH2:1][C:2]1[CH:7]=[CH:6][C:5]([C:8]2[CH:13]=[CH:12][C:11]([C:14]([C@@H:16]3[CH2:20][CH2:19][CH2:18][C@H:17]3[C:21]([O:23]C)=[O:22])=[O:15])=[CH:10][CH:9]=2)=[CH:4][CH:3]=1.Cl[C:26]1[S:27][C:28]2[CH:34]=[C:33]([C:35]([F:38])([F:37])[F:36])[CH:32]=[CH:31][C:29]=2[N:30]=1.Cl. The yield is 0.130. The catalyst is C(O)CCC.O1CCOCC1.C(OCC)C. (4) The reactants are O=P12OP3(OP(OP(O3)(O1)=O)(=O)O2)=O.[Cl:15][C:16]1[CH:17]=[C:18]([CH:22]([OH:39])[CH2:23][O:24][C:25]2[CH:38]=[CH:37][C:28]([CH2:29][CH:30]3[S:34][C:33](=[O:35])[NH:32][C:31]3=[O:36])=[CH:27][CH:26]=2)[CH:19]=[CH:20][CH:21]=1.C(N(CC)C(C)C)(C)C.C([O-])(O)=O.[Na+]. The catalyst is C(Cl)Cl.CS(C)=O. The product is [Cl:15][C:16]1[CH:17]=[C:18]([C:22](=[O:39])[CH2:23][O:24][C:25]2[CH:38]=[CH:37][C:28]([CH2:29][CH:30]3[S:34][C:33](=[O:35])[NH:32][C:31]3=[O:36])=[CH:27][CH:26]=2)[CH:19]=[CH:20][CH:21]=1. The yield is 0.470. (5) The reactants are [C:1]([O:5][C:6](=[O:16])[N:7]([C:10]1[S:14][C:13]([Br:15])=[N:12][CH:11]=1)[CH2:8]C)([CH3:4])([CH3:3])[CH3:2].[Cl:17]N1C(=O)CCC1=O. The catalyst is C(#N)C. The product is [C:1]([O:5][C:6](=[O:16])[N:7]([C:10]1[S:14][C:13]([Br:15])=[N:12][C:11]=1[Cl:17])[CH3:8])([CH3:4])([CH3:3])[CH3:2]. The yield is 0.950. (6) The reactants are [NH:1]1[CH:5]=[CH:4][CH:3]=[N:2]1.[O-]CC.[Na+].[CH2:10]([O:12][C:13](=[O:16])[CH2:14]Br)[CH3:11]. The catalyst is C(O)C. The product is [CH2:10]([O:12][C:13](=[O:16])[CH2:14][N:1]1[CH:5]=[CH:4][CH:3]=[N:2]1)[CH3:11]. The yield is 0.660. (7) The reactants are C([Mg]Cl)(C)C.[CH2:6]([N:13]1[C:21]2[C:16](=[CH:17][CH:18]=[CH:19][CH:20]=2)[C:15](Br)=[N:14]1)[C:7]1[CH:12]=[CH:11][CH:10]=[CH:9][CH:8]=1.[CH2:23]=[O:24].OP(O)(O)=O. The product is [CH2:6]([N:13]1[C:21]2[C:16](=[CH:17][CH:18]=[CH:19][CH:20]=2)[C:15]([CH2:23][OH:24])=[N:14]1)[C:7]1[CH:12]=[CH:11][CH:10]=[CH:9][CH:8]=1. The catalyst is C1COCC1.C1(C)C(C)=CC=CC=1. The yield is 0.340. (8) The reactants are [NH2:1][C:2]1[CH:3]=[C:4]([S:8][C:9]2[CH:10]=[CH:11][C:12]3[N:13]([CH:15]=[C:16]([NH:18][C:19]([CH:21]4[CH2:23][CH2:22]4)=[O:20])[N:17]=3)[N:14]=2)[CH:5]=[CH:6][CH:7]=1.[C:24]([C:26]1([C:29]2[CH:30]=[C:31]([CH:35]=[CH:36][CH:37]=2)[C:32](O)=[O:33])[CH2:28][CH2:27]1)#[N:25].C(Cl)(=O)C(Cl)=O.O1CCCC1. The catalyst is CN(C)C=O.CN(C)C(=O)C. The product is [C:24]([C:26]1([C:29]2[CH:30]=[C:31]([CH:35]=[CH:36][CH:37]=2)[C:32]([NH:1][C:2]2[CH:7]=[CH:6][CH:5]=[C:4]([S:8][C:9]3[CH:10]=[CH:11][C:12]4[N:13]([CH:15]=[C:16]([NH:18][C:19]([CH:21]5[CH2:22][CH2:23]5)=[O:20])[N:17]=4)[N:14]=3)[CH:3]=2)=[O:33])[CH2:27][CH2:28]1)#[N:25]. The yield is 0.800. (9) The reactants are [C:1]([Si:5]([O:8][CH2:9][C:10]1[CH:15]=[C:14]([F:16])[C:13]([N:17]=[C:18]=[O:19])=[CH:12][C:11]=1[F:20])([CH3:7])[CH3:6])([CH3:4])([CH3:3])[CH3:2].[OH:21][CH2:22][CH2:23][N:24]([CH3:46])[C@H:25]1[CH2:30][CH2:29][C@H:28]([O:31][C:32]([C:41]2[S:42][CH:43]=[CH:44][CH:45]=2)([C:36]2[S:37][CH:38]=[CH:39][CH:40]=2)[C:33]([O-:35])=[O:34])[CH2:27][CH2:26]1. No catalyst specified. The product is [C:1]([Si:5]([O:8][CH2:9][C:10]1[CH:15]=[C:14]([F:16])[C:13]([N:17]=[C:18]=[O:19])=[CH:12][C:11]=1[F:20])([CH3:7])[CH3:6])([CH3:4])([CH3:2])[CH3:3].[OH:21][CH2:22][CH2:23][N:24]([CH3:46])[C@H:25]1[CH2:30][CH2:29][C@H:28]([O:31][C:32]([C:36]2[S:37][CH:38]=[CH:39][CH:40]=2)([C:41]2[S:42][CH:43]=[CH:44][CH:45]=2)[C:33]([O-:35])=[O:34])[CH2:27][CH2:26]1.[CH:25]([NH:24][CH2:23][CH2:18][NH:17][CH:13]([CH3:12])[CH3:14])([CH3:30])[CH3:26]. The yield is 0.410. (10) The reactants are [Cl-].O[NH3+:3].[C:4](=[O:7])([O-])[OH:5].[Na+].CS(C)=O.[CH3:13][C@@H:14]1[CH2:19][CH:18]([O:20][N:21]2[C:26](=[O:27])[C:25]([CH2:28][C:29]3[CH:34]=[CH:33][C:32]([C:35]4[C:36]([C:41]#[N:42])=[CH:37][CH:38]=[CH:39][CH:40]=4)=[CH:31][CH:30]=3)=[C:24]([CH2:43][CH2:44][CH3:45])[N:23]=[C:22]2[CH3:46])[CH2:17][C@H:16]([CH3:47])[O:15]1. The catalyst is O. The product is [CH3:13][C@@H:14]1[CH2:19][CH:18]([O:20][N:21]2[C:26](=[O:27])[C:25]([CH2:28][C:29]3[CH:34]=[CH:33][C:32]([C:35]4[CH:40]=[CH:39][CH:38]=[CH:37][C:36]=4[C:41]4[NH:3][C:4](=[O:7])[O:5][N:42]=4)=[CH:31][CH:30]=3)=[C:24]([CH2:43][CH2:44][CH3:45])[N:23]=[C:22]2[CH3:46])[CH2:17][C@H:16]([CH3:47])[O:15]1. The yield is 0.350.